From a dataset of Full USPTO retrosynthesis dataset with 1.9M reactions from patents (1976-2016). Predict the reactants needed to synthesize the given product. (1) Given the product [CH3:26][O:25][C@H:10]1[C@H:9]([NH:8][C:6](=[O:7])[O:5][C:1]([CH3:3])([CH3:2])[CH3:4])[CH2:14][CH2:13][NH:12][CH2:11]1, predict the reactants needed to synthesize it. The reactants are: [C:1]([O:5][C:6]([NH:8][C@@H:9]1[CH2:14][CH2:13][N:12](C(OCC2C=CC=CC=2)=O)[CH2:11][C@H:10]1[O:25][CH3:26])=[O:7])([CH3:4])([CH3:3])[CH3:2]. (2) Given the product [CH:1]1[C:11]2[CH2:10][C:9]3([CH2:15][CH2:14][CH:13]([N:16]4[CH2:21][CH2:20][O:19][CH:18]([C:22]([OH:24])=[O:23])[CH2:17]4)[CH2:12]3)[C:8]3[CH:27]=[CH:28][CH:29]=[CH:30][C:7]=3[CH2:6][C:5]=2[CH:4]=[CH:3][CH:2]=1, predict the reactants needed to synthesize it. The reactants are: [CH:1]1[C:11]2[CH2:10][C:9]3([CH2:15][CH2:14][CH:13]([N:16]4[CH2:21][CH2:20][O:19][CH:18]([C:22]([O:24]CC)=[O:23])[CH2:17]4)[CH2:12]3)[C:8]3[CH:27]=[CH:28][CH:29]=[CH:30][C:7]=3[CH2:6][C:5]=2[CH:4]=[CH:3][CH:2]=1.[Li+].[OH-]. (3) The reactants are: [CH2:1]([O:3][C:4]1[CH:9]=[CH:8][C:7]([C:10]2[CH:15]=[CH:14][N:13]=[C:12](Cl)[N:11]=2)=[CH:6][CH:5]=1)[CH3:2].[NH2:17][CH2:18][CH2:19][C:20]1[CH:25]=[CH:24][C:23]([OH:26])=[CH:22][CH:21]=1. Given the product [CH2:1]([O:3][C:4]1[CH:9]=[CH:8][C:7]([C:10]2[CH:15]=[CH:14][N:13]=[C:12]([NH:17][CH2:18][CH2:19][C:20]3[CH:25]=[CH:24][C:23]([OH:26])=[CH:22][CH:21]=3)[N:11]=2)=[CH:6][CH:5]=1)[CH3:2], predict the reactants needed to synthesize it.